This data is from Reaction yield outcomes from USPTO patents with 853,638 reactions. The task is: Predict the reaction yield, written as a fraction of the theoretical maximum amount of product (1.0 means a 100% yield; for example, 0.34 means a 34% yield). (1) The reactants are C(Cl)(=O)C(Cl)=O.[Cl:7][C:8]1[C:13]([C:14](O)=[O:15])=[CH:12][N:11]=[C:10]([Cl:17])[CH:9]=1.[NH4+:18].[OH-]. The catalyst is CN(C)C=O.O. The product is [Cl:7][C:8]1[C:13]([C:14]([NH2:18])=[O:15])=[CH:12][N:11]=[C:10]([Cl:17])[CH:9]=1. The yield is 0.950. (2) The reactants are [Cl:1][C:2]1[CH:7]=[C:6]([OH:8])[C:5]([Cl:9])=[CH:4][C:3]=1[CH2:10][C:11]([O:13][CH3:14])=[O:12].[F:15][C:16]([F:35])([F:34])[S:17](N(C1C=CC=CC=1)[S:17]([C:16]([F:35])([F:34])[F:15])(=[O:19])=[O:18])(=[O:19])=[O:18].C(=O)([O-])[O-].[K+].[K+]. The catalyst is C1COCC1. The product is [Cl:1][C:2]1[CH:7]=[C:6]([O:8][S:17]([C:16]([F:35])([F:34])[F:15])(=[O:19])=[O:18])[C:5]([Cl:9])=[CH:4][C:3]=1[CH2:10][C:11]([O:13][CH3:14])=[O:12]. The yield is 0.930. (3) The reactants are [C:1]([O:5][CH3:6])(=[O:4])[CH:2]=[CH2:3].[CH2:7]([OH:10])[CH2:8][CH3:9]. The product is [CH2:7]([O:10][CH2:3][CH2:2][C:1]([O:5][CH3:6])=[O:4])[CH2:8][CH3:9]. The yield is 0.750. The catalyst is C(OCC)(=O)C.C1CCN2C(=NCCC2)CC1. (4) The reactants are [Cl-].O[NH3+:3].[C:4](=[O:7])([O-])[OH:5].[Na+].CS(C)=O.[O:13]=[C:14]1[C:19]([CH2:20][C:21]2[CH:26]=[CH:25][C:24]([C:27]3[C:28]([C:33]#[N:34])=[CH:29][CH:30]=[CH:31][CH:32]=3)=[CH:23][CH:22]=2)=[C:18]([CH2:35][CH2:36][CH3:37])[N:17]2[N:38]=[CH:39][N:40]=[C:16]2[N:15]1[C@H:41]1[CH2:46][CH2:45][C@H:44]([NH:47][CH:48]2[CH2:53][CH2:52][O:51][CH2:50][CH2:49]2)[CH2:43][CH2:42]1. The catalyst is O.C(OCC)(=O)C. The product is [O:7]=[C:4]1[O:5][N:3]=[C:33]([C:28]2[CH:29]=[CH:30][CH:31]=[CH:32][C:27]=2[C:24]2[CH:23]=[CH:22][C:21]([CH2:20][C:19]3[C:14](=[O:13])[N:15]([C@H:41]4[CH2:46][CH2:45][C@H:44]([NH:47][CH:48]5[CH2:53][CH2:52][O:51][CH2:50][CH2:49]5)[CH2:43][CH2:42]4)[C:16]4[N:17]([N:38]=[CH:39][N:40]=4)[C:18]=3[CH2:35][CH2:36][CH3:37])=[CH:26][CH:25]=2)[NH:34]1. The yield is 0.410. (5) The reactants are [Br:1][C:2]1[CH:3]=[C:4]2[C:13](=[CH:14][CH:15]=1)[O:12][C:7]1([CH2:11][CH2:10][O:9][CH2:8]1)[CH2:6][C:5]2=O.[C:17](=[N:23][Si](C)(C)C)=[N:18][Si](C)(C)C. The catalyst is C(Cl)Cl.Cl[Ti](Cl)(Cl)Cl. The product is [Br:1][C:2]1[CH:3]=[C:4]2[C:13](=[CH:14][CH:15]=1)[O:12][C:7]1([CH2:11][CH2:10][O:9][CH2:8]1)[CH2:6]/[C:5]/2=[N:23]\[C:17]#[N:18]. The yield is 1.00. (6) The reactants are [OH-].[Na+].[Cl:3][C:4]1[CH:26]=[C:25]([C:27]([NH:29][CH2:30][C:31]2[CH:36]=[CH:35][CH:34]=[C:33]([O:37]C(C3C=CSC=3)=O)[CH:32]=2)=[O:28])[CH:24]=[C:23]([Cl:45])[C:5]=1[C:6]([NH:8][C@H:9]([C:19]([O:21]C)=[O:20])[CH2:10][NH:11][C:12]([C:14]1[CH:18]=[CH:17][S:16][CH:15]=1)=[O:13])=[O:7].ClC1C=C(C(NCC2C=CC=C(O)C=2)=O)C=C(Cl)C=1C(N[C@H](C(OC)=O)CNC(C1C=CSC=1)=O)=O. The catalyst is CO. The product is [Cl:3][C:4]1[CH:26]=[C:25]([C:27]([NH:29][CH2:30][C:31]2[CH:36]=[CH:35][CH:34]=[C:33]([OH:37])[CH:32]=2)=[O:28])[CH:24]=[C:23]([Cl:45])[C:5]=1[C:6]([NH:8][C@H:9]([C:19]([OH:21])=[O:20])[CH2:10][NH:11][C:12]([C:14]1[CH:18]=[CH:17][S:16][CH:15]=1)=[O:13])=[O:7]. The yield is 0.780. (7) The reactants are S(=O)(=O)(O)O.[C:6]1([NH:12]N)[CH:11]=[CH:10][CH:9]=[CH:8][CH:7]=1.[C:14]1(=O)[CH2:18][CH2:17][CH2:16][CH2:15]1. The catalyst is O. The product is [CH2:16]1[C:15]2[C:7]3[CH:8]=[CH:9][CH:10]=[CH:11][C:6]=3[NH:12][C:14]=2[CH2:18][CH2:17]1. The yield is 0.800.